From a dataset of Reaction yield outcomes from USPTO patents with 853,638 reactions. Predict the reaction yield, written as a fraction of the theoretical maximum amount of product (1.0 means a 100% yield; for example, 0.34 means a 34% yield). (1) The reactants are [CH2:1]([O:8][C:9]1[CH:10]=[CH:11][C:12]([C@@H:20]([OH:23])[CH2:21][Br:22])=[C:13]2[C:18]=1[NH:17][C:16](=[O:19])[CH:15]=[CH:14]2)[C:2]1[CH:7]=[CH:6][CH:5]=[CH:4][CH:3]=1.CN(C)C=O.N1C(C)=CC=CC=1C.FC(F)(F)S(O[Si:43]([C:46]([CH3:49])([CH3:48])[CH3:47])([CH3:45])[CH3:44])(=O)=O. The catalyst is C1CCCCC1.CO. The product is [CH2:1]([O:8][C:9]1[CH:10]=[CH:11][C:12]([C@@H:20]([O:23][Si:43]([C:46]([CH3:49])([CH3:48])[CH3:47])([CH3:45])[CH3:44])[CH2:21][Br:22])=[C:13]2[C:18]=1[NH:17][C:16](=[O:19])[CH:15]=[CH:14]2)[C:2]1[CH:3]=[CH:4][CH:5]=[CH:6][CH:7]=1. The yield is 0.800. (2) The reactants are [F:1][C:2]1[CH:3]=[C:4]([C@H:9]2[C@H:13]([NH:14][C:15]([NH:17][C:18]3[N:22]([C:23]4[CH:28]=[CH:27][CH:26]=[CH:25][CH:24]=4)[N:21]=[C:20]4[CH2:29][CH2:30][CH2:31][C:19]=34)=[O:16])[CH2:12][N:11]([CH:32]([CH2:37][O:38]C)[C:33]([O:35][CH3:36])=O)[CH2:10]2)[CH:5]=[CH:6][C:7]=1[F:8].[H-].[H-].[H-].[H-].[Li+].[Al+3].O.O.O.O.O.O.O.O.O.O.S([O-])([O-])(=O)=O.[Na+].[Na+]. The catalyst is C1COCC1. The product is [F:1][C:2]1[CH:3]=[C:4]([C@@H:9]2[CH2:10][N:11]([CH:32]([CH2:33][O:35][CH3:36])[CH2:37][OH:38])[CH2:12][C@H:13]2[NH:14][C:15]([NH:17][C:18]2[N:22]([C:23]3[CH:24]=[CH:25][CH:26]=[CH:27][CH:28]=3)[N:21]=[C:20]3[CH2:29][CH2:30][CH2:31][C:19]=23)=[O:16])[CH:5]=[CH:6][C:7]=1[F:8]. The yield is 0.105. (3) The reactants are CS(O[CH:6]1[CH2:11][CH2:10][N:9]([C:12]([O:14][C:15]([CH3:18])([CH3:17])[CH3:16])=[O:13])[CH2:8][CH2:7]1)(=O)=O.[CH3:19][S-:20].[Na+]. The catalyst is CO. The product is [CH3:19][S:20][CH:6]1[CH2:7][CH2:8][N:9]([C:12]([O:14][C:15]([CH3:16])([CH3:17])[CH3:18])=[O:13])[CH2:10][CH2:11]1. The yield is 0.580. (4) The reactants are [S:1]1[CH:5]=[CH:4][CH:3]=[C:2]1B(O)O.I[C:10]1[CH:15]=[CH:14][CH:13]=[CH:12][C:11]=1[N+:16]([O-:18])=[O:17].C([O-])([O-])=O.[K+].[K+].CCCCCC. The catalyst is COCCOC.C1C=CC([P]([Pd]([P](C2C=CC=CC=2)(C2C=CC=CC=2)C2C=CC=CC=2)([P](C2C=CC=CC=2)(C2C=CC=CC=2)C2C=CC=CC=2)[P](C2C=CC=CC=2)(C2C=CC=CC=2)C2C=CC=CC=2)(C2C=CC=CC=2)C2C=CC=CC=2)=CC=1. The product is [N+:16]([C:11]1[CH:12]=[CH:13][CH:14]=[CH:15][C:10]=1[C:2]1[S:1][CH:5]=[CH:4][CH:3]=1)([O-:18])=[O:17]. The yield is 0.980. (5) The reactants are [NH2:1][C:2]1[N:7]=[CH:6][N:5]=[C:4]([NH:8][C@H:9]([C:11]2[N:16]([C:17]3[CH:22]=[CH:21][CH:20]=[CH:19][CH:18]=3)[C:15](=[O:23])[C:14]3=[C:24]([CH3:27])[CH:25]=[CH:26][N:13]3[N:12]=2)[CH3:10])[C:3]=1Br.[CH3:29][S:30]([NH:33][C:34]1[CH:35]=[C:36](B(O)O)[CH:37]=[C:38]([C:40]([F:43])([F:42])[F:41])[CH:39]=1)(=[O:32])=[O:31].C(=O)([O-])[O-].[Cs+].[Cs+]. The catalyst is O1CCOCC1.C(OCC)(=O)C. The product is [NH2:1][C:2]1[C:3]([C:36]2[CH:35]=[C:34]([NH:33][S:30]([CH3:29])(=[O:31])=[O:32])[CH:39]=[C:38]([C:40]([F:42])([F:43])[F:41])[CH:37]=2)=[C:4]([NH:8][C@H:9]([C:11]2[N:16]([C:17]3[CH:22]=[CH:21][CH:20]=[CH:19][CH:18]=3)[C:15](=[O:23])[C:14]3=[C:24]([CH3:27])[CH:25]=[CH:26][N:13]3[N:12]=2)[CH3:10])[N:5]=[CH:6][N:7]=1. The yield is 0.380. (6) The reactants are [F:1][C:2]1[CH:7]=[CH:6][C:5]([C:8]([C:10]2[CH:15]=[CH:14][C:13]([F:16])=[CH:12][CH:11]=2)=O)=[CH:4][CH:3]=1.[Br:17][C:18]1[CH:23]=[CH:22][C:21]([C:24](=O)[CH2:25][CH3:26])=[CH:20][CH:19]=1. No catalyst specified. The product is [Br:17][C:18]1[CH:23]=[CH:22][C:21]([C:24]([CH2:25][CH3:26])=[C:8]([C:10]2[CH:15]=[CH:14][C:13]([F:16])=[CH:12][CH:11]=2)[C:5]2[CH:6]=[CH:7][C:2]([F:1])=[CH:3][CH:4]=2)=[CH:20][CH:19]=1. The yield is 0.800.